This data is from Full USPTO retrosynthesis dataset with 1.9M reactions from patents (1976-2016). The task is: Predict the reactants needed to synthesize the given product. (1) The reactants are: [Cl:1][C:2]1[CH:10]=[CH:9][C:5]([C:6](Cl)=[O:7])=[CH:4][CH:3]=1.[Cl:11][C:12]1[CH:17]=[CH:16][C:15]([NH2:18])=[C:14]([CH3:19])[CH:13]=1.C(N(CC)CC)C.O. Given the product [Cl:1][C:2]1[CH:10]=[CH:9][C:5]([C:6]([NH:18][C:15]2[CH:16]=[CH:17][C:12]([Cl:11])=[CH:13][C:14]=2[CH3:19])=[O:7])=[CH:4][CH:3]=1, predict the reactants needed to synthesize it. (2) Given the product [CH3:21][C:22]1[CH:30]=[CH:29][C:25]([C:26]([NH:15][C:8]2([C:2]3[CH:7]=[CH:6][CH:5]=[CH:4][CH:3]=3)[CH2:10][CH2:9]2)=[O:27])=[CH:24][C:23]=1[C:31]1[CH:36]=[CH:35][N:34]=[N:33][CH:32]=1, predict the reactants needed to synthesize it. The reactants are: Cl.[C:2]1([CH:8]2[CH2:10][CH:9]2N)[CH:7]=[CH:6][CH:5]=[CH:4][CH:3]=1.C([N:15](C(C)C)CC)(C)C.[CH3:21][C:22]1[CH:30]=[CH:29][C:25]([C:26](O)=[O:27])=[CH:24][C:23]=1[C:31]1[CH:36]=[CH:35][N:34]=[N:33][CH:32]=1.CN(C(ON1N=NC2C=CC=NC1=2)=[N+](C)C)C.F[P-](F)(F)(F)(F)F. (3) Given the product [F:1][C:2]1[C:22]([I:23])=[CH:21][C:5]2[C:6]3[N:10]=[C:9]([C:11]([NH2:24])=[O:13])[N:8]([CH3:16])[C:7]=3[CH:17]3[CH2:20][CH:19]([C:4]=2[CH:3]=1)[CH2:18]3, predict the reactants needed to synthesize it. The reactants are: [F:1][C:2]1[C:22]([I:23])=[CH:21][C:5]2[C:6]3[N:10]=[C:9]([C:11]([O:13]CC)=O)[N:8]([CH3:16])[C:7]=3[CH:17]3[CH2:20][CH:19]([C:4]=2[CH:3]=1)[CH2:18]3.[NH3:24]. (4) Given the product [CH2:16]([O:15][C:13]([N:1]1[CH2:6][CH2:5][CH:4]([C:7]([OH:9])=[O:8])[CH2:3][CH2:2]1)=[O:14])[C:17]1[CH:22]=[CH:21][CH:20]=[CH:19][CH:18]=1, predict the reactants needed to synthesize it. The reactants are: [NH:1]1[CH2:6][CH2:5][CH:4]([C:7]([OH:9])=[O:8])[CH2:3][CH2:2]1.[OH-].[Na+].Cl[C:13]([O:15][CH2:16][C:17]1[CH:22]=[CH:21][CH:20]=[CH:19][CH:18]=1)=[O:14].Cl. (5) Given the product [C:1]([Si:5]([CH3:25])([CH3:24])[O:6][CH:7]([CH2:16][C:17]1[CH:22]=[CH:21][C:20]([F:23])=[CH:19][CH:18]=1)[CH2:8][CH2:9][CH:10]1[CH2:11][CH2:12][C:13](=[O:15])[N:14]1[CH2:29][CH2:30][CH2:31][CH2:32][CH2:33][CH2:34][C:35]#[N:36])([CH3:4])([CH3:3])[CH3:2], predict the reactants needed to synthesize it. The reactants are: [C:1]([Si:5]([CH3:25])([CH3:24])[O:6][CH:7]([CH2:16][C:17]1[CH:22]=[CH:21][C:20]([F:23])=[CH:19][CH:18]=1)[CH2:8][CH2:9][CH:10]1[NH:14][C:13](=[O:15])[CH2:12][CH2:11]1)([CH3:4])([CH3:3])[CH3:2].[H-].[Na+].Br[CH2:29][CH2:30][CH2:31][CH2:32][CH2:33][CH2:34][C:35]#[N:36].O. (6) Given the product [CH2:8]([NH:10][C:11](=[O:12])[O-:13])[CH3:9].[OH:15][C:16]1[CH:17]=[CH:18][C:19]2[CH:20]([CH3:28])[CH:21]3[CH2:25][NH:24][CH2:23][CH:22]3[C:26]=2[CH:27]=1, predict the reactants needed to synthesize it. The reactants are: B(Br)(Br)Br.C(Cl)Cl.[CH2:8]([NH:10][C:11](=[O:13])[O-:12])[CH3:9].C[O:15][C:16]1[CH:17]=[CH:18][C:19]2[CH:20]([CH3:28])[CH:21]3[CH2:25][NH:24][CH2:23][CH:22]3[C:26]=2[CH:27]=1. (7) Given the product [S:13]1[CH:9]=[CH:10][C:11]2[CH:17]=[CH:16][CH:15]=[CH:14][C:12]1=2, predict the reactants needed to synthesize it. The reactants are: COC1C=CC([C:9]2[S:13][C:12]3[CH:14]=[CH:15][CH:16]=[CH:17][C:11]=3[CH:10]=2)=CC=1.COC1C=C(C=C(OC)C=1OC)C(Cl)=O.[Al+3].[Cl-].[Cl-].[Cl-].O. (8) Given the product [CH2:19]1[C:7]2=[C:6]([CH2:5][CH2:4][NH2:1])[C:14]3[CH:13]=[CH:12][CH:11]=[CH:10][C:9]=3[N:8]2[CH2:15][CH2:16][NH:17][CH2:18]1, predict the reactants needed to synthesize it. The reactants are: [N+:1](/[CH:4]=[CH:5]/[C:6]1[C:14]2[CH:13]=[CH:12][CH:11]=[CH:10][C:9]=2[N:8]2[CH2:15][CH2:16][NH:17][CH2:18][CH2:19][C:7]=12)([O-])=O.[H-].[Al+3].[Li+].[H-].[H-].[H-].